From a dataset of Full USPTO retrosynthesis dataset with 1.9M reactions from patents (1976-2016). Predict the reactants needed to synthesize the given product. (1) Given the product [Cl:4][C:5]1[CH:10]=[CH:9][CH:8]=[CH:7][C:6]=1[C:11]1([C:22]([O:24][CH3:25])=[O:23])[CH2:13][CH:12]1[CH:14]=[O:1], predict the reactants needed to synthesize it. The reactants are: [O:1]=[O+][O-].[Cl:4][C:5]1[CH:10]=[CH:9][CH:8]=[CH:7][C:6]=1[C:11]1([C:22]([O:24][CH3:25])=[O:23])[CH2:13][CH:12]1/[CH:14]=C/C1C=CC=CC=1.C1C=CC(P(C2C=CC=CC=2)C2C=CC=CC=2)=CC=1. (2) Given the product [C:51]([O:50][C@@H:44]([C:35]1[C:34]([CH3:55])=[CH:33][C:31]2[N:32]=[C:28]([C:2]3[CH:10]=[C:9]4[C:5]([C:6]([N:12]([CH3:14])[CH3:13])=[N:7][N:8]4[CH3:11])=[CH:4][CH:3]=3)[S:29][C:30]=2[C:36]=1[C:37]1[CH:38]=[CH:39][C:40]([Cl:43])=[CH:41][CH:42]=1)[C:45]([OH:47])=[O:46])([CH3:54])([CH3:52])[CH3:53], predict the reactants needed to synthesize it. The reactants are: Br[C:2]1[CH:10]=[C:9]2[C:5]([C:6]([N:12]([CH3:14])[CH3:13])=[N:7][N:8]2[CH3:11])=[CH:4][CH:3]=1.C(Cl)Cl.CC(O)=O.CC([O-])=O.[K+].Br[C:28]1[S:29][C:30]2[C:36]([C:37]3[CH:42]=[CH:41][C:40]([Cl:43])=[CH:39][CH:38]=3)=[C:35]([C@H:44]([O:50][C:51]([CH3:54])([CH3:53])[CH3:52])[C:45]([O:47]CC)=[O:46])[C:34]([CH3:55])=[CH:33][C:31]=2[N:32]=1.C([O-])([O-])=O.[K+].[K+].[OH-].[Na+]. (3) Given the product [Cl:29][C:30]1[CH:31]=[C:32]2[C:38]([C:2]3[N:7]=[C:6]([N:8]4[CH2:13][CH2:12][N:11]([C:14]([O:16][C:17]([CH3:19])([CH3:20])[CH3:18])=[O:15])[CH2:10][C@@H:9]4[C:21](=[O:28])[NH:22][CH2:23][C:24]([F:26])([F:27])[F:25])[CH:5]=[N:4][CH:3]=3)=[CH:37][N:36]([S:48]([C:51]3[CH:56]=[CH:55][C:54]([CH3:57])=[CH:53][CH:52]=3)(=[O:49])=[O:50])[C:33]2=[N:34][CH:35]=1, predict the reactants needed to synthesize it. The reactants are: Cl[C:2]1[N:7]=[C:6]([N:8]2[CH2:13][CH2:12][N:11]([C:14]([O:16][C:17]([CH3:20])([CH3:19])[CH3:18])=[O:15])[CH2:10][C@@H:9]2[C:21](=[O:28])[NH:22][CH2:23][C:24]([F:27])([F:26])[F:25])[CH:5]=[N:4][CH:3]=1.[Cl:29][C:30]1[CH:31]=[C:32]2[C:38](B3OC(C)(C)C(C)(C)O3)=[CH:37][N:36]([S:48]([C:51]3[CH:56]=[CH:55][C:54]([CH3:57])=[CH:53][CH:52]=3)(=[O:50])=[O:49])[C:33]2=[N:34][CH:35]=1.C([O-])([O-])=O.[Na+].[Na+]. (4) Given the product [CH3:50][C:45]1[CH:46]=[CH:47][C:48]([O:1][CH2:2][CH2:3][CH2:4][N:5]2[C:14]3[C:9](=[C:10]([CH2:15][CH:16]4[S:20][C:19](=[O:21])[NH:18][C:17]4=[O:41])[CH:11]=[CH:12][CH:13]=3)[CH2:8][CH2:7][C:6]2=[O:42])=[CH:43][CH:44]=1, predict the reactants needed to synthesize it. The reactants are: [OH:1][CH2:2][CH2:3][CH2:4][N:5]1[C:14]2[C:9](=[C:10]([CH2:15][CH:16]3[S:20][C:19](=[O:21])[N:18](C(C4C=CC=CC=4)(C4C=CC=CC=4)C4C=CC=CC=4)[C:17]3=[O:41])[CH:11]=[CH:12][CH:13]=2)[CH2:8][CH2:7][C:6]1=[O:42].[CH:43]1[C:48](O)=[CH:47][CH:46]=[C:45]([CH3:50])[CH:44]=1.C1(P(C2C=CC=CC=2)C2C=CC=CC=2)C=CC=CC=1.CCOC(N=NC(OCC)=O)=O. (5) Given the product [NH2:21][C:19]1[CH:20]=[C:2]([CH3:1])[C:3]([O:4][C:5]2[CH:6]=[C:7]3[C:11](=[CH:12][CH:13]=2)[NH:10][N:9]=[C:8]3[CH:14]([CH3:15])[CH3:16])=[C:17]([CH3:24])[CH:18]=1, predict the reactants needed to synthesize it. The reactants are: [CH3:1][C:2]1[CH:20]=[C:19]([N+:21]([O-])=O)[CH:18]=[C:17]([CH3:24])[C:3]=1[O:4][C:5]1[CH:6]=[C:7]2[C:11](=[CH:12][CH:13]=1)[NH:10][N:9]=[C:8]2[CH:14]([CH3:16])[CH3:15].